Dataset: Full USPTO retrosynthesis dataset with 1.9M reactions from patents (1976-2016). Task: Predict the reactants needed to synthesize the given product. Given the product [CH3:84][C@@H:83]([OH:85])[C@@H:39]1[NH:40][C:41](=[O:42])[C@H:43]([CH2:80][CH2:81][NH2:82])[NH:44][C:45](=[O:46])[C@H:47]([CH2:77][CH2:78][NH2:79])[NH:48][C:49](=[O:50])[C@H:51]([CH2:73][CH:74]([CH3:75])[CH3:76])[NH:52][C:53](=[O:54])[C@H:55]([CH2:66][C:67]2[CH:72]=[CH:71][CH:70]=[CH:69][CH:68]=2)[NH:56][C:57](=[O:58])[C@H:59]([CH2:63][CH2:64][NH2:65])[NH:60][C:61](=[O:62])[C@@H:33]([NH:32][C:30]([C@@H:26]([NH:25][C:23]([C@@H:19]([NH2:18])[C@H:20]([OH:22])[CH3:21])=[O:24])[CH2:27][CH2:28][NH2:29])=[O:31])[CH2:34][CH2:35][NH:36][C:37]1=[O:38], predict the reactants needed to synthesize it. The reactants are: CCC(CCCCC(N[C@H](C([NH:18][C@H:19]([C:23]([NH:25][C@H:26]([C:30]([NH:32][C@@H:33]1[C:61](=[O:62])[NH:60][C@H:59]([CH2:63][CH2:64][NH2:65])[C:57](=[O:58])[NH:56][C@H:55]([CH2:66][C:67]2[CH:68]=[CH:69][CH:70]=[CH:71][CH:72]=2)[C:53](=[O:54])[NH:52][C@@H:51]([CH2:73][CH:74]([CH3:76])[CH3:75])[C:49](=[O:50])[NH:48][C@@H:47]([CH2:77][CH2:78][NH2:79])[C:45](=[O:46])[NH:44][C@@H:43]([CH2:80][CH2:81][NH2:82])[C:41](=[O:42])[NH:40][C@@H:39]([C@H:83]([OH:85])[CH3:84])[C:37](=[O:38])[NH:36][CH2:35][CH2:34]1)=[O:31])[CH2:27][CH2:28][NH2:29])=[O:24])[C@H:20]([OH:22])[CH3:21])=O)CCN)=O)C.